Dataset: Reaction yield outcomes from USPTO patents with 853,638 reactions. Task: Predict the reaction yield, written as a fraction of the theoretical maximum amount of product (1.0 means a 100% yield; for example, 0.34 means a 34% yield). (1) The reactants are C(O)C[CH2:3][CH2:4][OH:5].C([O-])(=O)CCCCCCCCCCC.C([O-])(=O)CCCCCCCCCCC.C([Sn+2]CCCC)CCC.C1C(CC2C=CC([N:57]=[C:58]=[O:59])=CC=2)=CC=C([N:60]=[C:61]=[O:62])C=1.CCCCO[C@H](CO)CC.C[N:74]1CCCC1=O. The catalyst is CO.C(OCC)C. The product is [NH2:57][C:58]([O:5][CH2:4][CH3:3])=[O:59].[NH2:74][C:61]([NH2:60])=[O:62]. The yield is 0.646. (2) The reactants are [C:12]([O:11][C:9](O[C:9]([O:11][C:12]([CH3:15])([CH3:14])[CH3:13])=[O:10])=[O:10])([CH3:15])([CH3:14])[CH3:13].[CH3:16][O:17][C:18]([C:20]1[CH:21]=[CH:22][CH:23]=[C:24]2[C:28]=1[NH:27][CH:26]=[CH:25]2)=[O:19]. The catalyst is CN(C)C1C=CN=CC=1.C(Cl)Cl. The product is [CH3:16][O:17][C:18]([C:20]1[CH:21]=[CH:22][CH:23]=[C:24]2[C:28]=1[N:27]([C:9]([O:11][C:12]([CH3:13])([CH3:14])[CH3:15])=[O:10])[CH:26]=[CH:25]2)=[O:19]. The yield is 0.970. (3) The reactants are C1(OC([N:10]2[CH2:15][CH2:14][C:13]([CH3:26])([C:16]3[CH:21]=[CH:20][CH:19]=[C:18]([O:22]C(C)C)[CH:17]=3)[CH2:12][CH2:11]2)=O)C=CC=CC=1.Br.C(O)(=O)C. The catalyst is O. The product is [OH:22][C:18]1[CH:17]=[C:16]([C:13]2([CH3:26])[CH2:14][CH2:15][NH:10][CH2:11][CH2:12]2)[CH:21]=[CH:20][CH:19]=1. The yield is 0.600. (4) The reactants are Br[C:2]1[CH:3]=[CH:4][N:5]=[C:6]2[C:11]=1[N:10]=[C:9]([O:12][CH3:13])[CH:8]=[CH:7]2.COC1[N:17]=[C:18]2[C:23](=[CH:24][CH:25]=1)[N:22]=[CH:21][CH:20]=[C:19]2O.P(Br)(Br)Br.C[N:32](C=O)C. No catalyst specified. The product is [CH3:13][O:12][C:9]1[N:10]=[C:11]2[C:6](=[CH:7][CH:8]=1)[N:5]=[CH:4][CH:3]=[C:2]2[N:22]1[CH:21]=[C:20]2[C:25]([CH2:24][CH2:23][CH:18]([NH2:17])[CH2:19]2)=[N:32]1. The yield is 0.750. (5) The reactants are [CH3:1][O:2][C:3]([C:5]1[CH:10]=[CH:9][C:8]([N:11]2[C:15]([S:16][CH2:17][CH2:18][CH3:19])=[C:14]([C:20]([OH:22])=O)[CH:13]=[N:12]2)=[CH:7][CH:6]=1)=[O:4].[CH3:23][NH:24][CH:25]1[CH2:30][CH2:29][CH2:28][CH2:27][CH2:26]1.C1C=CC2N(O)N=NC=2C=1.CCN(C(C)C)C(C)C.CCN=C=NCCCN(C)C. The catalyst is CN(C=O)C.C(OCC)(=O)C. The product is [CH:25]1([N:24]([CH3:23])[C:20]([C:14]2[CH:13]=[N:12][N:11]([C:8]3[CH:7]=[CH:6][C:5]([C:3]([O:2][CH3:1])=[O:4])=[CH:10][CH:9]=3)[C:15]=2[S:16][CH2:17][CH2:18][CH3:19])=[O:22])[CH2:30][CH2:29][CH2:28][CH2:27][CH2:26]1. The yield is 0.780. (6) The reactants are Cl.[C:2]([O:18][CH3:19])(=[O:17])/[CH:3]=[CH:4]/[C:5]([O:7][CH2:8][C:9](=[O:16])[N:10]1[CH2:15][CH2:14][NH:13][CH2:12][CH2:11]1)=[O:6].[C:20](Cl)(=[O:22])[CH3:21].C(N(C(C)C)CC)(C)C. The catalyst is ClCCl. The product is [C:5]([O:7][CH2:8][C:9]([N:10]1[CH2:15][CH2:14][N:13]([C:20](=[O:22])[CH3:21])[CH2:12][CH2:11]1)=[O:16])(=[O:6])/[CH:4]=[CH:3]/[C:2]([O:18][CH3:19])=[O:17]. The yield is 0.540. (7) The catalyst is C1COCC1.[Pd]. The product is [OH:8][N:9]1[C:15](=[O:16])[N:14]2[CH2:17][C@H:10]1[CH2:11][CH2:12][C@H:13]2[C:18]1[O:19][C:20]([N:23]2[CH2:28][CH2:27][N:26]([CH3:29])[CH2:25][CH2:24]2)=[N:21][N:22]=1. The yield is 0.980. The reactants are C([O:8][N:9]1[C:15](=[O:16])[N:14]2[CH2:17][C@H:10]1[CH2:11][CH2:12][C@H:13]2[C:18]1[O:19][C:20]([N:23]2[CH2:28][CH2:27][N:26]([CH3:29])[CH2:25][CH2:24]2)=[N:21][N:22]=1)C1C=CC=CC=1. (8) The reactants are [CH3:1][C:2]1[CH:7]=[C:6]([NH2:8])[C:5]([CH3:9])=[CH:4][C:3]=1[NH2:10].[CH3:11][C:12]([O:15][C:16](O[C:16]([O:15][C:12]([CH3:14])([CH3:13])[CH3:11])=[O:17])=[O:17])([CH3:14])[CH3:13]. The catalyst is C1COCC1. The product is [C:12]([O:15][C:16](=[O:17])[NH:8][C:6]1[CH:7]=[C:2]([CH3:1])[C:3]([NH2:10])=[CH:4][C:5]=1[CH3:9])([CH3:14])([CH3:13])[CH3:11]. The yield is 0.900. (9) The reactants are [C:1](OC(=O)C)(=[O:3])C.[NH2:8][C:9]([C:17]1[CH:22]=[CH:21][CH:20]=[CH:19][CH:18]=1)([CH2:15][CH3:16])[C:10]([O:12][CH2:13][CH3:14])=[O:11]. The catalyst is C(O)=O. The product is [CH:1]([NH:8][C:9]([C:17]1[CH:18]=[CH:19][CH:20]=[CH:21][CH:22]=1)([CH2:15][CH3:16])[C:10]([O:12][CH2:13][CH3:14])=[O:11])=[O:3]. The yield is 1.00.